From a dataset of Catalyst prediction with 721,799 reactions and 888 catalyst types from USPTO. Predict which catalyst facilitates the given reaction. (1) Product: [F:19][C:18]([F:20])([F:21])[C:17]([NH:16][CH2:15][C@@H:12]1[CH2:13][CH2:14][C@H:9]([NH2:8])[CH2:10][CH2:11]1)=[O:22]. The catalyst class is: 2. Reactant: C(OC([NH:8][C@H:9]1[CH2:14][CH2:13][C@@H:12]([CH2:15][NH:16][C:17](=[O:22])[C:18]([F:21])([F:20])[F:19])[CH2:11][CH2:10]1)=O)(C)(C)C.FC(F)(F)C(O)=O.C(=O)([O-])O.[Na+]. (2) Reactant: [CH:1]([N:4]=C=NC(C)C)(C)C.[C:10]([O:14][C:15]([N:17]1[CH2:22][CH2:21][N:20]([C:23]2[S:24][CH:25]=[C:26]([C:28](O)=[O:29])[N:27]=2)[CH:19]([CH2:31][O:32][C:33]2[CH:34]=[N:35][CH:36]=[CH:37][CH:38]=2)[CH2:18]1)=[O:16])([CH3:13])([CH3:12])[CH3:11].Cl.CN.C(N(C(C)C)CC)(C)C.ON1C2C=CC=CC=2N=N1.CN(C(ON1N=NC2C=CC=CC1=2)=[N+](C)C)C.[B-](F)(F)(F)F. Product: [CH3:1][NH:4][C:28]([C:26]1[N:27]=[C:23]([N:20]2[CH2:21][CH2:22][N:17]([C:15]([O:14][C:10]([CH3:13])([CH3:12])[CH3:11])=[O:16])[CH2:18][CH:19]2[CH2:31][O:32][C:33]2[CH:34]=[N:35][CH:36]=[CH:37][CH:38]=2)[S:24][CH:25]=1)=[O:29]. The catalyst class is: 2. (3) Reactant: Cl.[CH3:2][N:3]([CH2:5][C:6](Cl)=[O:7])[CH3:4].C(=O)(O)[O-].[Na+].[NH2:14][C:15]1[CH:23]=[CH:22][C:18]([C:19]([OH:21])=[O:20])=[CH:17][CH:16]=1. Product: [CH3:2][N:3]([CH2:5][C:6]([NH:14][C:15]1[CH:23]=[CH:22][C:18]([C:19]([OH:21])=[O:20])=[CH:17][CH:16]=1)=[O:7])[CH3:4]. The catalyst class is: 10. (4) Reactant: C(=O)(O)N.[C:5]([NH:13][C:14]1[CH:21]=[CH:20][CH:19]=[CH:18][C:15]=1[CH2:16][NH2:17])(=O)[C:6]1[CH:11]=[CH:10][CH:9]=[CH:8][CH:7]=1.CC1C=CC=CC=1C. Product: [C:6]1([C:5]2[NH:17][CH2:16][C:15]3[C:14](=[CH:21][CH:20]=[CH:19][CH:18]=3)[N:13]=2)[CH:11]=[CH:10][CH:9]=[CH:8][CH:7]=1. The catalyst class is: 10. (5) Reactant: [CH3:1][C:2]1[N:7]=[C:6](/[C:8](=[N:10]/[O:11][CH2:12][C:13]#[C:14][C:15]2[N:20]=[C:19]([C:21]#[N:22])[CH:18]=[CH:17][CH:16]=2)/[CH3:9])[CH:5]=[CH:4][CH:3]=1. Product: [CH3:1][C:2]1[N:7]=[C:6](/[C:8](=[N:10]/[O:11][CH2:12][CH2:13][CH2:14][C:15]2[N:20]=[C:19]([C:21]#[N:22])[CH:18]=[CH:17][CH:16]=2)/[CH3:9])[CH:5]=[CH:4][CH:3]=1. The catalyst class is: 29.